From a dataset of Peptide-MHC class I binding affinity with 185,985 pairs from IEDB/IMGT. Regression. Given a peptide amino acid sequence and an MHC pseudo amino acid sequence, predict their binding affinity value. This is MHC class I binding data. (1) The peptide sequence is KKFGAEVVPGF. The MHC is Mamu-B17 with pseudo-sequence Mamu-B17. The binding affinity (normalized) is 0. (2) The peptide sequence is TKHPSLNII. The MHC is HLA-A23:01 with pseudo-sequence HLA-A23:01. The binding affinity (normalized) is 0.